This data is from Reaction yield outcomes from USPTO patents with 853,638 reactions. The task is: Predict the reaction yield, written as a fraction of the theoretical maximum amount of product (1.0 means a 100% yield; for example, 0.34 means a 34% yield). (1) The reactants are Cl.[Cl:2][C:3]1[CH:8]=[CH:7][N:6]=[C:5]([C:9]([O:11]C)=O)[CH:4]=1.[Cl-].[NH4+:14].CCOC(C)=O.O. The catalyst is N. The product is [Cl:2][C:3]1[CH:8]=[CH:7][N:6]=[C:5]([C:9]([NH2:14])=[O:11])[CH:4]=1. The yield is 0.803. (2) The reactants are [CH3:1][O:2][C:3](=[O:12])[C:4]1[CH:9]=[CH:8][C:7]([OH:10])=[C:6]([Cl:11])[CH:5]=1.[Na+].[I-].C([O-])([O-])=O.[K+].[K+].Br[CH2:22][CH:23]1[CH2:25][CH2:24]1. The catalyst is CC(C)=O. The product is [CH3:1][O:2][C:3](=[O:12])[C:4]1[CH:9]=[CH:8][C:7]([O:10][CH2:22][CH:23]2[CH2:25][CH2:24]2)=[C:6]([Cl:11])[CH:5]=1. The yield is 0.320. (3) The reactants are [C:1]([O:5][C:6]([NH:8][C:9](=[N:12][C:13]([O:15][C:16]([CH3:19])([CH3:18])[CH3:17])=[O:14])SC)=[O:7])([CH3:4])([CH3:3])[CH3:2].[NH3:20]. The catalyst is CO. The product is [C:1]([O:5][C:6]([NH:8][C:9]([NH:12][C:13]([O:15][C:16]([CH3:19])([CH3:18])[CH3:17])=[O:14])=[NH:20])=[O:7])([CH3:4])([CH3:3])[CH3:2]. The yield is 0.740. (4) The reactants are [Br:1][C:2]1[C:3]([CH3:11])=[C:4]([Cl:10])[C:5]([CH:8]=[O:9])=[N:6][CH:7]=1.[OH-:12].[K+].II.S([O-])([O-])(=O)=S.[Na+].[Na+].[CH3:23]O. No catalyst specified. The product is [Br:1][C:2]1[C:3]([CH3:11])=[C:4]([Cl:10])[C:5]([C:8]([O:12][CH3:23])=[O:9])=[N:6][CH:7]=1. The yield is 0.880. (5) The reactants are [F:1][C:2]1[CH:3]=[C:4]([C:29]2[C:30]([C:35]#[N:36])=[CH:31][CH:32]=[CH:33][CH:34]=2)[CH:5]=[CH:6][C:7]=1[CH2:8][C:9]1[C:10](=[O:28])[N:11]([CH:21]2[CH2:26][CH2:25][C:24](=[O:27])[CH2:23][CH2:22]2)[C:12]2[N:13]([N:18]=[CH:19][N:20]=2)[C:14]=1[CH2:15][CH2:16][CH3:17].[C:37]1([CH2:43]O)([CH2:41][OH:42])[CH2:40][CH2:39][CH2:38]1. The catalyst is O.C1(C)C=CC(S(O)(=O)=O)=CC=1.C1(C)C=CC=CC=1. The product is [CH2:38]1[C:37]2([CH2:41][O:42][C:24]3([CH2:23][CH2:22][CH:21]([N:11]4[C:10](=[O:28])[C:9]([CH2:8][C:7]5[CH:6]=[CH:5][C:4]([C:29]6[C:30]([C:35]#[N:36])=[CH:31][CH:32]=[CH:33][CH:34]=6)=[CH:3][C:2]=5[F:1])=[C:14]([CH2:15][CH2:16][CH3:17])[N:13]5[N:18]=[CH:19][N:20]=[C:12]45)[CH2:26][CH2:25]3)[O:27][CH2:43]2)[CH2:40][CH2:39]1. The yield is 0.860. (6) The reactants are C([O:8][C:9]1[C:14](=[O:15])[CH:13]=[C:12]([CH2:16][C:17]([F:20])([F:19])[F:18])[N:11]([CH3:21])[C:10]=1[CH3:22])C1C=CC=CC=1. The catalyst is CO.[Pd]. The product is [OH:8][C:9]1[C:14](=[O:15])[CH:13]=[C:12]([CH2:16][C:17]([F:20])([F:18])[F:19])[N:11]([CH3:21])[C:10]=1[CH3:22]. The yield is 0.520. (7) The reactants are [Cl:1][C:2]1[S:3][C:4]([CH2:10][N:11]2[CH2:16][CH2:15][O:14][CH2:13][CH2:12]2)=[CH:5][C:6]=1[C:7](=[O:9])[CH3:8].[H-].[Na+].C(O)(=O)C.[CH3:23][O:24][C:25](=O)[O:26]C. No catalyst specified. The product is [Cl:1][C:2]1[S:3][C:4]([CH2:10][N:11]2[CH2:16][CH2:15][O:14][CH2:13][CH2:12]2)=[CH:5][C:6]=1[C:7](=[O:9])[CH2:8][C:25]([O:24][CH3:23])=[O:26]. The yield is 0.410. (8) The reactants are [C:1]1(=[O:7])[NH:5][C:4](=[O:6])[CH2:3][CH2:2]1.B([O-])=O.[Na+].[OH-].[K+].[CH2:14](O)[CH3:15]. The catalyst is Cl. The product is [CH2:14]([O:6][CH:4]1[NH:5][C:1](=[O:7])[CH2:2][CH2:3]1)[CH3:15]. The yield is 0.550. (9) The reactants are [CH3:1][O:2][C:3]([CH:5]1[CH2:9][C:8](=[CH2:10])[CH2:7][N:6]1[C:11]([O:13][C:14]([CH3:17])([CH3:16])[CH3:15])=[O:12])=[O:4].[OH2:18].[OH-].[Na+].OO. The catalyst is C1COCC1.C(OCC)C. The product is [CH3:1][O:2][C:3]([CH:5]1[CH2:9][CH:8]([CH2:10][OH:18])[CH2:7][N:6]1[C:11]([O:13][C:14]([CH3:17])([CH3:16])[CH3:15])=[O:12])=[O:4]. The yield is 0.410.